From a dataset of Reaction yield outcomes from USPTO patents with 853,638 reactions. Predict the reaction yield, written as a fraction of the theoretical maximum amount of product (1.0 means a 100% yield; for example, 0.34 means a 34% yield). The catalyst is ClCCl.C[Re](=O)(=O)=O.[O-2].[O-2].[Mn+4]. The product is [Br:1][C:2]1[CH:3]=[N+:4]([O-:9])[CH:5]=[C:6]([Br:8])[CH:7]=1. The yield is 0.820. The reactants are [Br:1][C:2]1[CH:3]=[N:4][CH:5]=[C:6]([Br:8])[CH:7]=1.[OH:9]O.